Task: Predict the reactants needed to synthesize the given product.. Dataset: Full USPTO retrosynthesis dataset with 1.9M reactions from patents (1976-2016) (1) Given the product [NH2:19][C:4]1[C:13]2[C:8](=[CH:9][CH:10]=[C:11]([C:14]([OH:16])=[O:15])[CH:12]=2)[CH:7]=[CH:6][N:5]=1, predict the reactants needed to synthesize it. The reactants are: [K].[NH2-].[K+].[CH:4]1[C:13]2[C:8](=[CH:9][CH:10]=[C:11]([C:14]([OH:16])=[O:15])[CH:12]=2)[CH:7]=[CH:6][N:5]=1.C([N:19](CC)CCN(CC)CC)C.[NH4+].[K+].C1C2C(=CC=C(C([O-])=O)C=2)C=CN=1.Cl. (2) Given the product [F:8][C:4]1[C:3]([N+:9]([O-:11])=[O:10])=[C:2]([CH2:19][C:18]([O:17][C:13]([CH3:16])([CH3:15])[CH3:14])=[O:21])[CH:7]=[CH:6][CH:5]=1, predict the reactants needed to synthesize it. The reactants are: Br[C:2]1[CH:7]=[CH:6][CH:5]=[C:4]([F:8])[C:3]=1[N+:9]([O-:11])=[O:10].[Cl-].[C:13]([O:17][C:18](=[O:21])[CH2:19][Zn+])([CH3:16])([CH3:15])[CH3:14]. (3) Given the product [C:16]([C:14]1[CH:15]=[C:10]([NH:9][C:8]([NH:31][C:30]2[CH:32]=[CH:33][C:34]([O:37][C:38]3[CH:43]=[CH:42][N:41]=[C:40]([Cl:44])[N:39]=3)=[C:35]([Cl:36])[C:29]=2[Cl:28])=[O:27])[C:11]([O:25][CH3:26])=[C:12]([NH:20][S:21]([CH3:24])(=[O:23])=[O:22])[CH:13]=1)([CH3:17])([CH3:18])[CH3:19], predict the reactants needed to synthesize it. The reactants are: C1(O[C:8](=[O:27])[NH:9][C:10]2[CH:15]=[C:14]([C:16]([CH3:19])([CH3:18])[CH3:17])[CH:13]=[C:12]([NH:20][S:21]([CH3:24])(=[O:23])=[O:22])[C:11]=2[O:25][CH3:26])C=CC=CC=1.[Cl:28][C:29]1[C:35]([Cl:36])=[C:34]([O:37][C:38]2[CH:43]=[CH:42][N:41]=[C:40]([Cl:44])[N:39]=2)[CH:33]=[CH:32][C:30]=1[NH2:31].CCN(CC)CC. (4) Given the product [Cl:1][C:2]1[CH:7]=[CH:6][C:5]2[C:8]3[C:9]([CH:14]([CH3:15])[N:16]([C:17]([C:18]4[CH:23]=[CH:22][C:21]([OH:24])=[CH:20][CH:19]=4)=[O:26])[C:4]=2[CH:3]=1)=[CH:10][CH:11]=[CH:12][CH:13]=3, predict the reactants needed to synthesize it. The reactants are: [Cl:1][C:2]1[CH:7]=[CH:6][C:5]([C:8]2[CH:13]=[CH:12][CH:11]=[CH:10][C:9]=2[CH:14]([NH:16][C:17](=[O:26])[C:18]2[CH:23]=[CH:22][C:21]([O:24]C)=[CH:20][CH:19]=2)[CH3:15])=[C:4](F)[CH:3]=1.ClC1C=CC(C2C=CC=CC=2C(N)C)=C(F)C=1.C(N(CC)CC)C.COC1C=CC(C(Cl)=O)=CC=1. (5) Given the product [CH2:1]([C:3]([C:21]1[CH:26]=[CH:25][C:24]([O:27][CH2:41][C@@H:39]2[O:40][C:36](=[O:35])[CH2:37][CH2:38]2)=[C:23]([CH3:28])[CH:22]=1)([C:6]1[CH:11]=[CH:10][C:9]([C:12]#[C:13][CH:14]([OH:19])[C:15]2([CH3:18])[CH2:17][CH2:16]2)=[C:8]([CH3:20])[CH:7]=1)[CH2:4][CH3:5])[CH3:2], predict the reactants needed to synthesize it. The reactants are: [CH2:1]([C:3]([C:21]1[CH:26]=[CH:25][C:24]([OH:27])=[C:23]([CH3:28])[CH:22]=1)([C:6]1[CH:11]=[CH:10][C:9]([C:12]#[C:13][CH:14]([OH:19])[C:15]2([CH3:18])[CH2:17][CH2:16]2)=[C:8]([CH3:20])[CH:7]=1)[CH2:4][CH3:5])[CH3:2].C([O-])([O-])=O.[K+].[K+].[O:35]=[C:36]1[O:40][C@@H:39]([CH2:41]OS(C2C=CC(C)=CC=2)(=O)=O)[CH2:38][CH2:37]1.C(OCC)(=O)C. (6) Given the product [OH:89][C@H:75]1[C@:70]([OH:27])([C:64]2[CH:65]=[CH:66][CH:67]=[CH:68][CH:69]=2)[CH2:71][CH2:72][N:73]([C:76]([O:78][C:79]([CH3:82])([CH3:81])[CH3:80])=[O:77])[CH2:74]1, predict the reactants needed to synthesize it. The reactants are: CS(N)(=O)=O.CC[C@@H]1[C@@H]2C[C@H]([C@@H](OC3C4C(=CC=CC=4)C(O[C@@H](C4C=CN=C5C=4C=C(OC)C=C5)[C@@H]4N5C[C@H](CC)[C@@H](CC5)C4)=NN=3)C3C=CN=C4C=3C=C([O:27]C)C=C4)N(CC2)C1.[C:64]1([C:70]2[CH2:71][CH2:72][N:73]([C:76]([O:78][C:79]([CH3:82])([CH3:81])[CH3:80])=[O:77])[CH2:74][CH:75]=2)[CH:69]=[CH:68][CH:67]=[CH:66][CH:65]=1.S([O-])([O-])=O.[Na+].[Na+].[OH2:89]. (7) Given the product [CH3:1][O:2][C:3]1[CH:8]=[CH:7][C:6]([CH:9]=[C:10]([CH3:25])[C:11](=[O:24])[C:12]2[CH:13]=[C:14]([O:22][CH3:23])[C:15]([O:20][CH3:21])=[C:16]([O:18][CH3:19])[CH:17]=2)=[CH:5][C:4]=1[NH:26][C:27](=[O:39])[C@@H:28]([NH2:38])[CH2:29][OH:30], predict the reactants needed to synthesize it. The reactants are: [CH3:1][O:2][C:3]1[CH:8]=[CH:7][C:6]([CH:9]=[C:10]([CH3:25])[C:11](=[O:24])[C:12]2[CH:17]=[C:16]([O:18][CH3:19])[C:15]([O:20][CH3:21])=[C:14]([O:22][CH3:23])[CH:13]=2)=[CH:5][C:4]=1[NH:26][C:27](=[O:39])[C@:28]([NH2:38])(C(OC(C)(C)C)=O)[CH2:29][OH:30].Cl.C(=O)([O-])O.[Na+]. (8) Given the product [Cl:30][C:27]1[CH:26]=[CH:25][C:24]([C:22]2[O:21][C:18]3[CH:19]=[CH:20][N:15]([C:12]4[CH:13]=[CH:14][C:9]([OH:8])=[C:10]([O:32][CH3:33])[CH:11]=4)[C:16](=[O:31])[C:17]=3[CH:23]=2)=[CH:29][CH:28]=1, predict the reactants needed to synthesize it. The reactants are: [Si]([O:8][C:9]1[CH:14]=[CH:13][C:12]([N:15]2[CH:20]=[CH:19][C:18]3[O:21][C:22]([C:24]4[CH:29]=[CH:28][C:27]([Cl:30])=[CH:26][CH:25]=4)=[CH:23][C:17]=3[C:16]2=[O:31])=[CH:11][C:10]=1[O:32][CH3:33])(C(C)(C)C)(C)C.CCCC[N+](CCCC)(CCCC)CCCC.[F-].Cl. (9) Given the product [O:1]1[C:5]2[CH:6]=[CH:7][CH:8]=[CH:9][C:4]=2[CH:3]=[C:2]1[C:10]([NH:12][C@@H:13]([CH2:25][CH2:26][CH2:27][NH:28][C:29]([O:31][CH2:32][C:33]1[CH:34]=[CH:35][CH:36]=[CH:37][CH:38]=1)=[O:30])[C:14]([NH:16][CH2:17][CH2:18][CH2:19][CH2:20][CH2:21][C:22]([O-:24])=[O:23])=[O:15])=[O:11].[Na+:40], predict the reactants needed to synthesize it. The reactants are: [O:1]1[C:5]2[CH:6]=[CH:7][CH:8]=[CH:9][C:4]=2[CH:3]=[C:2]1[C:10]([NH:12][C@@H:13]([CH2:25][CH2:26][CH2:27][NH:28][C:29]([O:31][CH2:32][C:33]1[CH:38]=[CH:37][CH:36]=[CH:35][CH:34]=1)=[O:30])[C:14]([NH:16][CH2:17][CH2:18][CH2:19][CH2:20][CH2:21][C:22]([OH:24])=[O:23])=[O:15])=[O:11].[OH-].[Na+:40]. (10) Given the product [C:14]([O:17][C:18](=[O:19])[NH:6][C:5]1[CH:7]=[C:8]([Cl:9])[C:2]([Cl:1])=[CH:3][C:4]=1[N+:10]([O-:12])=[O:11])([CH3:16])([CH3:15])[CH3:13], predict the reactants needed to synthesize it. The reactants are: [Cl:1][C:2]1[C:8]([Cl:9])=[CH:7][C:5]([NH2:6])=[C:4]([N+:10]([O-:12])=[O:11])[CH:3]=1.[CH3:13][C:14]([O:17][C:18](O[C:18]([O:17][C:14]([CH3:16])([CH3:15])[CH3:13])=[O:19])=[O:19])([CH3:16])[CH3:15].C(O)(C(F)(F)F)=O.